Dataset: Catalyst prediction with 721,799 reactions and 888 catalyst types from USPTO. Task: Predict which catalyst facilitates the given reaction. Reactant: [NH2:1][C:2]1[CH:7]=[CH:6][C:5]([CH3:8])=[CH:4][CH:3]=1.[Br:9][C:10]1[CH:11]=[C:12]([S:16](Cl)(=[O:18])=[O:17])[CH:13]=[CH:14][CH:15]=1.CCN(CC)CC.Cl. Product: [Br:9][C:10]1[CH:11]=[C:12]([S:16]([NH:1][C:2]2[CH:7]=[CH:6][C:5]([CH3:8])=[CH:4][CH:3]=2)(=[O:18])=[O:17])[CH:13]=[CH:14][CH:15]=1. The catalyst class is: 20.